Dataset: Full USPTO retrosynthesis dataset with 1.9M reactions from patents (1976-2016). Task: Predict the reactants needed to synthesize the given product. (1) Given the product [NH2:4][C:5]1[CH:6]=[CH:7][C:8]([N+:17]([O-:19])=[O:18])=[C:9]([N:11]2[CH2:12][CH2:13][O:14][CH2:15][CH2:16]2)[CH:10]=1, predict the reactants needed to synthesize it. The reactants are: C([NH:4][C:5]1[CH:6]=[CH:7][C:8]([N+:17]([O-:19])=[O:18])=[C:9]([N:11]2[CH2:16][CH2:15][O:14][CH2:13][CH2:12]2)[CH:10]=1)(=O)C.Cl. (2) Given the product [Cl:26][C:23]1[S:22][C:21]([C:20]2[O:19][N:18]=[CH:17][C:16]=2[CH2:3][CH2:2][C:1]([OH:9])=[O:8])=[CH:25][CH:24]=1, predict the reactants needed to synthesize it. The reactants are: [C:1]([O:9]CC)(=[O:8])[CH2:2][C:3](OCC)=O.[H-].[Na+].ClC[C:16]1[CH:17]=[N:18][O:19][C:20]=1[C:21]1[S:22][C:23]([Cl:26])=[CH:24][CH:25]=1.Cl. (3) Given the product [C:1]([O:5][CH:6]([C:10]1[C:11]([CH:29]([CH3:31])[CH3:30])=[N:12][C:13]2[C:14]([CH3:28])([CH3:27])[CH2:15][N:16]([C:47](=[O:48])[CH2:46][C:43]3[CH:44]=[CH:45][C:40]([F:39])=[CH:41][CH:42]=3)[CH2:17][C:18]=2[C:19]=1[C:20]1[CH:21]=[CH:22][C:23]([F:26])=[CH:24][CH:25]=1)[C:7]([OH:9])=[O:8])([CH3:4])([CH3:3])[CH3:2], predict the reactants needed to synthesize it. The reactants are: [C:1]([O:5][CH:6]([C:10]1[C:11]([CH:29]([CH3:31])[CH3:30])=[N:12][C:13]2[C:14]([CH3:28])([CH3:27])[CH2:15][NH:16][CH2:17][C:18]=2[C:19]=1[C:20]1[CH:25]=[CH:24][C:23]([F:26])=[CH:22][CH:21]=1)[C:7]([OH:9])=[O:8])([CH3:4])([CH3:3])[CH3:2].CCN(CC)CC.[F:39][C:40]1[CH:45]=[CH:44][C:43]([CH2:46][C:47](Cl)=[O:48])=[CH:42][CH:41]=1. (4) Given the product [Cl:1][C:2]1[N:7]=[C:6]([CH3:8])[C:5]([CH3:11])=[CH:4][N:3]=1, predict the reactants needed to synthesize it. The reactants are: [Cl:1][C:2]1[N:7]=[C:6]([CH3:8])[C:5](F)=[CH:4][N:3]=1.Cl[C:11]1N=C(Cl)C(F)=CN=1.